This data is from Catalyst prediction with 721,799 reactions and 888 catalyst types from USPTO. The task is: Predict which catalyst facilitates the given reaction. (1) Product: [OH:11][CH2:10][C@@H:9]([NH:8][C:6](=[O:7])[O:5][C:1]([CH3:4])([CH3:2])[CH3:3])[C:12]1[CH:20]=[C:19]([C:21]([F:24])([F:22])[F:23])[CH:18]=[C:14]([C:15]([NH:25][C@@H:26]2[CH2:27][CH2:28][C:29]3[C:34](=[CH:33][C:32]([O:36][C:37]4[C:38]5[CH2:39][CH2:40][C:41](=[O:47])[NH:42][C:43]=5[N:44]=[CH:45][CH:46]=4)=[CH:31][CH:30]=3)[CH2:35]2)=[O:16])[CH:13]=1. Reactant: [C:1]([O:5][C:6]([NH:8][C@@H:9]([C:12]1[CH:13]=[C:14]([CH:18]=[C:19]([C:21]([F:24])([F:23])[F:22])[CH:20]=1)[C:15](O)=[O:16])[CH2:10][OH:11])=[O:7])([CH3:4])([CH3:3])[CH3:2].[NH2:25][C@H:26]1[CH2:35][C:34]2[CH:33]=[C:32]([O:36][C:37]3[CH:46]=[CH:45][N:44]=[C:43]4[C:38]=3[CH2:39][CH2:40][C:41](=[O:47])[NH:42]4)[CH:31]=[CH:30][C:29]=2[CH2:28][CH2:27]1.CCN=C=NCCCN(C)C.Cl. The catalyst class is: 17. (2) Reactant: C(N(CC)CC)C.[Br:8][C:9]1[C:17]2[C:12](=[CH:13][C:14]([N+:18]([O-:20])=[O:19])=[CH:15][CH:16]=2)[NH:11][CH:10]=1.[C:21]1([S:27](Cl)(=[O:29])=[O:28])[CH:26]=[CH:25][CH:24]=[CH:23][CH:22]=1. Product: [C:21]1([S:27]([N:11]2[C:12]3[C:17](=[CH:16][CH:15]=[C:14]([N+:18]([O-:20])=[O:19])[CH:13]=3)[C:9]([Br:8])=[CH:10]2)(=[O:29])=[O:28])[CH:26]=[CH:25][CH:24]=[CH:23][CH:22]=1. The catalyst class is: 79.